Dataset: Peptide-MHC class I binding affinity with 185,985 pairs from IEDB/IMGT. Task: Regression. Given a peptide amino acid sequence and an MHC pseudo amino acid sequence, predict their binding affinity value. This is MHC class I binding data. (1) The peptide sequence is SRWAISHWL. The MHC is HLA-A31:01 with pseudo-sequence HLA-A31:01. The binding affinity (normalized) is 0.0847. (2) The peptide sequence is NHHPRARSM. The MHC is HLA-B39:01 with pseudo-sequence HLA-B39:01. The binding affinity (normalized) is 0.556.